Dataset: Reaction yield outcomes from USPTO patents with 853,638 reactions. Task: Predict the reaction yield, written as a fraction of the theoretical maximum amount of product (1.0 means a 100% yield; for example, 0.34 means a 34% yield). (1) The reactants are [CH3:1][C:2]1[O:6][N:5]=[C:4]([C:7]2[CH:12]=[CH:11][CH:10]=[CH:9][CH:8]=2)[C:3]=1[CH2:13][O:14][C:15]1[CH:23]=[CH:22][C:18]([C:19]([OH:21])=O)=[CH:17][N:16]=1.F[B-](F)(F)F.N1(OC(N(C)C)=[N+](C)C)C2C=CC=CC=2N=N1.C(N(CC)C(C)C)(C)C.[F:55][C:56]([F:60])([F:59])[CH2:57][NH2:58]. The catalyst is CN(C=O)C. The product is [CH3:1][C:2]1[O:6][N:5]=[C:4]([C:7]2[CH:8]=[CH:9][CH:10]=[CH:11][CH:12]=2)[C:3]=1[CH2:13][O:14][C:15]1[CH:23]=[CH:22][C:18]([C:19]([NH:58][CH2:57][C:56]([F:60])([F:59])[F:55])=[O:21])=[CH:17][N:16]=1. The yield is 0.840. (2) The reactants are [CH3:1][O:2][C:3]1[CH:4]=[C:5]2[C:10](=[CH:11][CH:12]=1)[C:9](=[O:13])[CH:8]([NH:14][C:15]([C:17]1[O:21][N:20]=[C:19]([C:22]3[CH:27]=[CH:26][CH:25]=[CH:24][CH:23]=3)[C:18]=1[C:28]([F:31])([F:30])[F:29])=O)[CH2:7][CH2:6]2.P(Cl)(Cl)(Cl)=O. The catalyst is ClC(Cl)C. The product is [CH3:1][O:2][C:3]1[CH:4]=[C:5]2[C:10](=[CH:11][CH:12]=1)[C:9]1[O:13][C:15]([C:17]3[O:21][N:20]=[C:19]([C:22]4[CH:23]=[CH:24][CH:25]=[CH:26][CH:27]=4)[C:18]=3[C:28]([F:29])([F:31])[F:30])=[N:14][C:8]=1[CH2:7][CH2:6]2. The yield is 0.970. (3) The reactants are [NH2:1][C:2]1[CH:32]=[CH:31][C:5]2[N:6]=[C:7]([NH:9][C:10]3[CH:15]=[C:14]([CH2:16][C:17]4[CH:22]=[CH:21][CH:20]=[CH:19][CH:18]=4)[N:13]=[C:12]([NH:23][C@H:24]4[CH2:29][CH2:28][C@H:27]([OH:30])[CH2:26][CH2:25]4)[N:11]=3)[S:8][C:4]=2[CH:3]=1.C(N(C(C)C)C(C)C)C.Br[CH2:43][CH2:44][CH2:45][C:46](Cl)=[O:47].CC(C)([O-])C.[K+]. The catalyst is O1CCCC1.[Cl-].[Na+].O.O. The product is [OH:30][C@H:27]1[CH2:26][CH2:25][C@H:24]([NH:23][C:12]2[N:11]=[C:10]([NH:9][C:7]3[S:8][C:4]4[CH:3]=[C:2]([N:1]5[CH2:43][CH2:44][CH2:45][C:46]5=[O:47])[CH:32]=[CH:31][C:5]=4[N:6]=3)[CH:15]=[C:14]([CH2:16][C:17]3[CH:18]=[CH:19][CH:20]=[CH:21][CH:22]=3)[N:13]=2)[CH2:29][CH2:28]1. The yield is 0.347. (4) The reactants are CS(O[CH2:6][CH2:7][O:8][C:9]1[C:17]2[C:12](=[N:13][CH:14]=[N:15][C:16]=2[NH:18][C:19]2[CH:24]=[CH:23][C:22]([O:25][CH2:26][C:27]3[CH:32]=[CH:31][CH:30]=[CH:29][CH:28]=3)=[C:21]([CH3:33])[CH:20]=2)[NH:11][N:10]=1)(=O)=O.[CH2:34]([N:36]1[CH2:41][CH2:40][NH:39][CH2:38][CH2:37]1)[CH3:35]. No catalyst specified. The product is [CH2:26]([O:25][C:22]1[CH:23]=[CH:24][C:19]([NH:18][C:16]2[N:15]=[CH:14][N:13]=[C:12]3[NH:11][N:10]=[C:9]([O:8][CH2:7][CH2:6][N:39]4[CH2:40][CH2:41][N:36]([CH2:34][CH3:35])[CH2:37][CH2:38]4)[C:17]=23)=[CH:20][C:21]=1[CH3:33])[C:27]1[CH:32]=[CH:31][CH:30]=[CH:29][CH:28]=1. The yield is 0.610. (5) The reactants are [C:1]([Si:5]([CH3:14])([CH3:13])[O:6][CH2:7][C:8]([CH3:12])([CH3:11])[CH2:9][OH:10])([CH3:4])([CH3:3])[CH3:2].C(N(CC)CC)C.[CH3:22][S:23](Cl)(=[O:25])=[O:24].O. The catalyst is ClCCl. The product is [C:1]([Si:5]([CH3:14])([CH3:13])[O:6][CH2:7][C:8]([CH3:12])([CH3:11])[CH2:9][O:10][S:23]([CH3:22])(=[O:25])=[O:24])([CH3:4])([CH3:3])[CH3:2]. The yield is 0.870. (6) The reactants are [C:1]([O:7][CH2:8][N:9]1[C:13]2[N:14]=[CH:15][N:16]=[C:17](Cl)[C:12]=2[CH:11]=[CH:10]1)(=[O:6])[C:2]([CH3:5])([CH3:4])[CH3:3].[CH:19]1([CH:24]([N:28]2[CH:32]=[C:31](B3OC(C)(C)C(C)(C)O3)[CH:30]=[N:29]2)[CH2:25][C:26]#[N:27])[CH2:23][CH2:22][CH2:21][CH2:20]1.COCCOC.O.C(=O)([O-])[O-].[K+].[K+]. The catalyst is C1C=CC([P]([Pd]([P](C2C=CC=CC=2)(C2C=CC=CC=2)C2C=CC=CC=2)([P](C2C=CC=CC=2)(C2C=CC=CC=2)C2C=CC=CC=2)[P](C2C=CC=CC=2)(C2C=CC=CC=2)C2C=CC=CC=2)(C2C=CC=CC=2)C2C=CC=CC=2)=CC=1. The product is [C:1]([O:7][CH2:8][N:9]1[C:13]2[N:14]=[CH:15][N:16]=[C:17]([C:31]3[CH:30]=[N:29][N:28]([CH:24]([CH:19]4[CH2:23][CH2:22][CH2:21][CH2:20]4)[CH2:25][C:26]#[N:27])[CH:32]=3)[C:12]=2[CH:11]=[CH:10]1)(=[O:6])[C:2]([CH3:5])([CH3:4])[CH3:3]. The yield is 0.886. (7) The reactants are [NH:1]1[CH2:6][CH2:5][CH:4]([OH:7])[CH2:3][CH2:2]1.[Li]N([Si](C)(C)C)[Si](C)(C)C.Br[C:19]1[CH:24]=[CH:23][CH:22]=[CH:21][C:20]=1[CH3:25]. The catalyst is C1COCC1.C1C=CC(/C=C/C(/C=C/C2C=CC=CC=2)=O)=CC=1.C1C=CC(/C=C/C(/C=C/C2C=CC=CC=2)=O)=CC=1.C1C=CC(/C=C/C(/C=C/C2C=CC=CC=2)=O)=CC=1.[Pd].[Pd].C1CCC(P(C2C(C3C=CC=CC=3)=CC=CC=2)C2CCCCC2)CC1. The product is [C:20]1([CH3:25])[CH:21]=[CH:22][CH:23]=[CH:24][C:19]=1[N:1]1[CH2:6][CH2:5][CH:4]([OH:7])[CH2:3][CH2:2]1. The yield is 0.600. (8) The reactants are [Cl:1][C:2]1[CH:3]=[CH:4][C:5]2[O:9][C:8]([CH:10](O)[CH2:11][CH:12]([CH3:14])[CH3:13])=[C:7]([CH3:16])[C:6]=2[CH:17]=1.S(Cl)([Cl:20])=O.C(=O)([O-])O.[Na+]. The catalyst is C1(C)C=CC=CC=1. The product is [Cl:1][C:2]1[CH:3]=[CH:4][C:5]2[O:9][C:8]([CH:10]([Cl:20])[CH2:11][CH:12]([CH3:14])[CH3:13])=[C:7]([CH3:16])[C:6]=2[CH:17]=1. The yield is 0.960. (9) The reactants are [CH3:1][O:2][C:3]1[CH:8]=[CH:7][C:6]([C:9]2[N:10]=[C:11]([CH:22]3[CH2:27][CH2:26][N:25]([C:28](Cl)=[O:29])[CH2:24][CH2:23]3)[O:12][C:13]=2[C:14]2[CH:19]=[CH:18][C:17]([O:20][CH3:21])=[CH:16][CH:15]=2)=[CH:5][CH:4]=1.Cl.[CH3:32][NH:33][OH:34].C(N(CC)CC)C.Cl. The catalyst is ClCCl. The product is [CH3:1][O:2][C:3]1[CH:8]=[CH:7][C:6]([C:9]2[N:10]=[C:11]([CH:22]3[CH2:27][CH2:26][N:25]([C:28](=[O:29])[N:33]([OH:34])[CH3:32])[CH2:24][CH2:23]3)[O:12][C:13]=2[C:14]2[CH:19]=[CH:18][C:17]([O:20][CH3:21])=[CH:16][CH:15]=2)=[CH:5][CH:4]=1. The yield is 0.590. (10) The reactants are [CH3:1][C@H:2]1[CH2:7][NH:6][C@H:5]([CH3:8])[CH2:4][NH:3]1.CS(O)(=O)=O.C([O-])(=O)C.[K+].Cl[C:20]([O:22][CH2:23][CH3:24])=[O:21]. The catalyst is O.O1CCCC1.C(O)C. The product is [CH3:1][C@H:2]1[CH2:7][NH:6][C@H:5]([CH3:8])[CH2:4][N:3]1[C:20]([O:22][CH2:23][CH3:24])=[O:21]. The yield is 0.740.